From a dataset of Forward reaction prediction with 1.9M reactions from USPTO patents (1976-2016). Predict the product of the given reaction. Given the reactants S(Cl)(Cl)=O.C(O[CH:8]([O:13][CH2:14][CH3:15])[CH2:9][C:10]([OH:12])=O)C.[CH3:16][O:17][C:18]1[CH:19]=[C:20]([NH2:27])[CH:21]=[CH:22][C:23]=1[N+:24]([O-:26])=[O:25].N1C=CC=CC=1.Cl, predict the reaction product. The product is: [CH2:14]([O:13]/[CH:8]=[CH:9]/[C:10]([NH:27][C:20]1[CH:21]=[CH:22][C:23]([N+:24]([O-:26])=[O:25])=[C:18]([O:17][CH3:16])[CH:19]=1)=[O:12])[CH3:15].